Dataset: Experimentally validated miRNA-target interactions with 360,000+ pairs, plus equal number of negative samples. Task: Binary Classification. Given a miRNA mature sequence and a target amino acid sequence, predict their likelihood of interaction. (1) The miRNA is hsa-miR-506-5p with sequence UAUUCAGGAAGGUGUUACUUAA. The protein sequence of the target gene is MAGGGAGDPGLGAAAAPAPETREHLFKVLVIGELGVGKTSIIKRYVHQLFSQHYRATIGVDFALKVLNWDSRTLVRLQLWDIAGQERFGNMTRVYYKEAVGAFVVFDISRSSTFEAVLKWKSDLDSKVHLPNGSPIPAVLLANKCDQNKDSSQSPSQVDQFCKEHGFAGWFETSAKDNINIEEAARFLVEKILVNHQSFPNEENDVDKIKLDQETLRAENKSQCC. Result: 1 (interaction). (2) The miRNA is hsa-miR-4284 with sequence GGGCUCACAUCACCCCAU. The protein sequence of the target gene is MTLDVGPEDELPDWAAAKEFYQKYDPKDVIGRGVSSVVRRCVHRATGHEFAVKIMEVTAERLSPEQLEEVREATRRETHILRQVAGHPHIITLIDSYESSSFMFLVFDLMRKGELFDYLTEKVALSEKETRSIMRSLLEAVSFLHANNIVHRDLKPENILLDDNMQIRLSDFGFSCHLEPGEKLRELCGTPGYLAPEILKCSMDETHPGYGKEVDLWACGVILFTLLAGSPPFWHRRQILMLRMIMEGQYQFSSPEWDDRSSTVKDLISRLLQVDPEARLTAEQALQHPFFERCEGSQPW.... Result: 1 (interaction). (3) The miRNA is hsa-miR-1909-3p with sequence CGCAGGGGCCGGGUGCUCACCG. The protein sequence of the target gene is MYCLQWLLPVLLIPKPLNPALWFSHSMFMGFYLLSFLLERKPCTICALVFLAALFLICYSCWGNCFLYHCSDSPLPESAHDPGVVGT. Result: 0 (no interaction). (4) Result: 0 (no interaction). The protein sequence of the target gene is MADQIPLYPVRSAGAAASHRRAAYYSSAGPGPGADRRGRYQLEDESAHLDEMPLMMSEEGFENDESDYHTLPRARITRRKRGLEWFVCGGWKFLCTSCCDWLINVCQRKKELKARTVWLGCPEKCEEKHPRNSIKNQKYNVFTFIPGVLYEQFKFFLNLYFLVVSCSQFVPALKIGYLYTYWAPLGFVLAVTIAREAIDEFRRFQRDKEMNSQLYSKLTVRGKVQVKSSDIQVGDLIIVEKNQRIPSDMVFLRTSEKAGSCFIRTDQLDGETDWKLKVAVSCTQRLPALGDLFSISAYVY.... The miRNA is hsa-miR-4299 with sequence GCUGGUGACAUGAGAGGC. (5) The miRNA is hsa-miR-6747-3p with sequence UCCUGCCUUCCUCUGCACCAG. The protein sequence of the target gene is MSGISGCPFFLWGLLALLGLALVISLIFNISHYVEKQRQDKMYSYSSDHTRVDEYYIEDTPIYGNLDDMISEPMDENCYEQMKARPEKSVNKMQEATPSAQATNETQMCYASLDHSVKGKRRKPRKQNTHFSDKDGDEQLHAIDASVSKTTLVDSFSPESQAVEENIHDDPIRLFGLIRAKREPIN. Result: 0 (no interaction). (6) The miRNA is hsa-miR-637 with sequence ACUGGGGGCUUUCGGGCUCUGCGU. The protein sequence of the target gene is MTPNSMTENGLPAWDKQKPRPDRGQDWKLVGMSEACLHRKSHVERRGALKNEQTSPHLIQATWTSSIFHLDPDDVNDQSISSAQTFQTEEKKCKGYIPSYLDKDELCVVCGDKATGYHYRCITCEGCKGFFRRTIQKSLHPSYSCKYEGKCIIDKVTRNQCQECRFKKCIYVGMATDLVLDDSKRLAKRKLIEENREKRRREELQKSIGHKPEPTDEEWELIKTVTEAHVATNAQGSHWKQKRKFLPEDIGQAPIVNAPEGGKVDLEAFSHFTKIITPAITRVVDFAKKLPMFCELPCED.... Result: 0 (no interaction). (7) The miRNA is hsa-miR-4647 with sequence GAAGAUGGUGCUGUGCUGAGGAA. The protein sequence of the target gene is MAAPLLHTRLPGDAAASSSAVKKLGASRTGISNMRALENDFFNSPPRKTVRFGGTVTEVLLKYKKGETNDFELLKNQLLDPDIKDDQIINWLLEFRSSIMYLTKDFEQLISIILRLPWLNRSQTVVEEYLAFLGNLVSAQTVFLRPCLSMIASHFVPPRVIIKEGDVDVSDSDDEDDNLPANFDTCHRALQIIARYVPSTPWFLMPILVEKFPFVRKSERTLECYVHNLLRISVYFPTLRHEILELIIEKLLKLDVNASRQGIEDAEETATQTCGGTDSTEGLFNMDEDEETEHETKAGP.... Result: 1 (interaction). (8) The miRNA is hsa-miR-133a-3p with sequence UUUGGUCCCCUUCAACCAGCUG. The protein sequence of the target gene is MEGVLYKWTNYLTGWQPRWFVLDNGILSYYDSQDDVCKGSKGSIKMAVCEIKVHSADNTRMELIIPGEQHFYMKAVNAAERQRWLVALGSSKACLTDTRTKKEKEISETSESLKTKMSELRLYCDLLMQQVHTIQEFVHHDENHSSPSAENMNEASSLLSATCNTFITTLEECVKIANAKFKPEMFQLHHPDPLVSPVSPSPVQMMKRSVSHPGSCSSERSSHSIKEPVSTLHRLSQRRRRTYSDTDSCSDIPLEDPDRPVHCSKNTLNGDLASATIPEESRLMAKKQSESEDTLPSFSS.... Result: 1 (interaction). (9) The miRNA is hsa-miR-124-3p with sequence UAAGGCACGCGGUGAAUGCCAA. The protein sequence of the target gene is MAKFGVHRILLLAISLTKCLESTKLLADLKKCGDLECEALINRVSAMRDYRGPDCRYLNFTKGEEISVYVKLAGEREDLWAGSKGKEFGYFPRDAVQIEEVFISEEIQMSTKESDFLCLLGVSYTFDNEDSELNGDYGENIYPYEEDKDEKSSIYESDFQIEPGFYATYESTLFEDQVPALEAPEDIGSTSESKDWEEVVVESMEQDRIPEVHVPPSSAVSGVKEWFGLGGEQAEEKAFESVIEPVQESSFRSRKIAVEDENDLEELNNGEPQTEHQQESESEIDSVPKTQSELASESEH.... Result: 1 (interaction). (10) The miRNA is mmu-miR-505-3p with sequence CGUCAACACUUGCUGGUUUUCU. The protein sequence of the target gene is MSSLGGGSQDAGGSSSSSNTNSSSGSGQKAGGTDKSTAVAATTAPTSVADDAPPPERRNKSGIISEPLNKSLRRSRPLSHYSSFGSSGGGGSMMGVESADKAAAAAASLLANGHDLAAAMAVDKSNPTSKHKSGAVASLLSKAERATELAAEGQLTLQQFAQSTEMLKRVVQEHLPLMSEAGAGLPDMEAVAGAEALNGQSDFPYLGAFPINPGLFIMTPAGVFLAESALHMAGLAEYPMQGELASAISSGKKKRKRCGMCAPCRRRINCEQCSSCRNRKTGHQICKFRKCEELKKKPSA.... Result: 0 (no interaction).